From a dataset of NCI-60 drug combinations with 297,098 pairs across 59 cell lines. Regression. Given two drug SMILES strings and cell line genomic features, predict the synergy score measuring deviation from expected non-interaction effect. (1) Drug 1: COC1=C(C=C2C(=C1)N=CN=C2NC3=CC(=C(C=C3)F)Cl)OCCCN4CCOCC4. Cell line: OVCAR-4. Synergy scores: CSS=22.8, Synergy_ZIP=-6.16, Synergy_Bliss=0.470, Synergy_Loewe=-2.91, Synergy_HSA=2.45. Drug 2: C(CC(=O)O)C(=O)CN.Cl. (2) Drug 1: C1CCN(CC1)CCOC2=CC=C(C=C2)C(=O)C3=C(SC4=C3C=CC(=C4)O)C5=CC=C(C=C5)O. Drug 2: C1CC(=O)NC(=O)C1N2CC3=C(C2=O)C=CC=C3N. Cell line: SK-MEL-2. Synergy scores: CSS=-0.974, Synergy_ZIP=2.81, Synergy_Bliss=2.54, Synergy_Loewe=0.617, Synergy_HSA=-0.941. (3) Drug 1: C1=CC(=CC=C1CCC2=CNC3=C2C(=O)NC(=N3)N)C(=O)NC(CCC(=O)O)C(=O)O. Drug 2: C1CNP(=O)(OC1)N(CCCl)CCCl. Cell line: MDA-MB-231. Synergy scores: CSS=-2.73, Synergy_ZIP=-6.71, Synergy_Bliss=-12.6, Synergy_Loewe=-36.3, Synergy_HSA=-12.9. (4) Drug 1: CN1CCC(CC1)COC2=C(C=C3C(=C2)N=CN=C3NC4=C(C=C(C=C4)Br)F)OC. Drug 2: C1CN(P(=O)(OC1)NCCCl)CCCl. Cell line: HCT116. Synergy scores: CSS=5.06, Synergy_ZIP=1.54, Synergy_Bliss=2.28, Synergy_Loewe=-3.28, Synergy_HSA=0.642.